From a dataset of Drug-target binding data from BindingDB using IC50 measurements. Regression. Given a target protein amino acid sequence and a drug SMILES string, predict the binding affinity score between them. We predict pIC50 (pIC50 = -log10(IC50 in M); higher means more potent). Dataset: bindingdb_ic50. The drug is COc1cnccc1N1CCN(c2ncnc3c2cnn3-c2ccccc2)CC1. The target protein (P11166) has sequence MEPSSKKLTGRLMLAVGGAVLGSLQFGYNTGVINAPQKVIEEFYNQTWVHRYGESILPTTLTTLWSLSVAIFSVGGMIGSFSVGLFVNRFGRRNSMLMMNLLAFVSAVLMGFSKLGKSFEMLILGRFIIGVYCGLTTGFVPMYVGEVSPTALRGALGTLHQLGIVVGILIAQVFGLDSIMGNKDLWPLLLSIIFIPALLQCIVLPFCPESPRFLLINRNEENRAKSVLKKLRGTADVTHDLQEMKEESRQMMREKKVTILELFRSPAYRQPILIAVVLQLSQQLSGINAVFYYSTSIFEKAGVQQPVYATIGSGIVNTAFTVVSLFVVERAGRRTLHLIGLAGMAGCAILMTIALALLEQLPWMSYLSIVAIFGFVAFFEVGPGPIPWFIVAELFSQGPRPAAIAVAGFSNWTSNFIVGMCFQYVEQLCGPYVFIIFTVLLVLFFIFTYFKVPETKGRTFDEIASGFRQGGASQSDKTPEELFHPLGADSQV. The pIC50 is 6.6.